From a dataset of Retrosynthesis with 50K atom-mapped reactions and 10 reaction types from USPTO. Predict the reactants needed to synthesize the given product. (1) Given the product O=Cc1ccc(-c2ccc(O)c(C3CCCCC3)c2)nc1, predict the reactants needed to synthesize it. The reactants are: CC(C)(C)[Si](C)(C)Oc1ccc(-c2ccc(C=O)cn2)cc1C1CCCCC1. (2) Given the product Nc1cccc(C(=O)c2ccc3c(c2)CC(=O)N3)c1, predict the reactants needed to synthesize it. The reactants are: O=C1Cc2cc(C(=O)c3cccc([N+](=O)[O-])c3)ccc2N1. (3) Given the product N#Cc1cccc(C#CC2(O)CCN(C(=O)Cc3ccc(-n4cnnn4)cc3)CC2)c1, predict the reactants needed to synthesize it. The reactants are: C#CC1(O)CCN(C(=O)Cc2ccc(-n3cnnn3)cc2)CC1.N#Cc1cccc(Br)c1. (4) The reactants are: Nc1c([N+](=O)[O-])cc[nH]c1=O. Given the product Nc1cc[nH]c(=O)c1N, predict the reactants needed to synthesize it. (5) Given the product O=C(O)c1cc(Nc2ncnc3cc[nH]c23)ccc1Oc1ccccc1, predict the reactants needed to synthesize it. The reactants are: CCOC(=O)c1cc(Nc2ncnc3cc[nH]c23)ccc1Oc1ccccc1. (6) Given the product CCOC(=O)COC1CC2COCC(C1)N2, predict the reactants needed to synthesize it. The reactants are: CCOC(=O)COC1CC2COCC(C1)N2C(=O)OCc1ccccc1. (7) Given the product CS(=O)(=O)c1cccc(S(=O)(=O)c2sc(C=O)cc2-c2cccnc2F)c1, predict the reactants needed to synthesize it. The reactants are: CS(=O)(=O)c1cccc(S(=O)[O-])c1.O=Cc1cc(-c2cccnc2F)c(Br)s1.